Dataset: Retrosynthesis with 50K atom-mapped reactions and 10 reaction types from USPTO. Task: Predict the reactants needed to synthesize the given product. (1) Given the product Cc1cc2c(cc1C)C1(NC(=O)c3cccnc3)C(=O)c3ccccc3C1(O)O2, predict the reactants needed to synthesize it. The reactants are: Cc1cc2c(cc1C)C1(N)C(=O)c3ccccc3C1(O)O2.O=C(O)c1cccnc1. (2) Given the product O=C1N(Cc2cccc(-c3cccnc3)c2)CCCC12CCN(c1cnc3ccccc3n1)CC2, predict the reactants needed to synthesize it. The reactants are: ClCc1cccc(-c2cccnc2)c1.O=C1NCCCC12CCN(c1cnc3ccccc3n1)CC2. (3) Given the product COc1cc(F)c2nc(C)c3c(C)nc(-c4ccccc4C)n3c2c1, predict the reactants needed to synthesize it. The reactants are: COc1cc(F)c2nc(C)c3c(C)nc(Br)n3c2c1.Cc1ccccc1B(O)O. (4) Given the product Cc1cc(N2CC3CN(C(=O)c4cc(F)ccc4-n4nccn4)CC3C2)nc(C(F)(F)F)n1, predict the reactants needed to synthesize it. The reactants are: Cc1cc(Cl)nc(C(F)(F)F)n1.O=C(c1cc(F)ccc1-n1nccn1)N1CC2CNCC2C1.